From a dataset of Full USPTO retrosynthesis dataset with 1.9M reactions from patents (1976-2016). Predict the reactants needed to synthesize the given product. (1) Given the product [CH3:1][C:2]1[C:10]2[C:5](=[CH:6][C:7]([NH:11][C:12]3[N:28]=[C:15]4[CH:16]=[CH:17][CH:18]=[C:19]([NH:20][CH2:21][CH:22]5[CH2:27][CH2:26][O:25][CH2:24][CH2:23]5)[N:14]4[N:13]=3)=[CH:8][CH:9]=2)[NH:4][N:3]=1, predict the reactants needed to synthesize it. The reactants are: [CH3:1][C:2]1[C:10]2[C:5](=[CH:6][C:7]([NH:11][C:12]3[N:28]=[C:15]4[CH:16]=[CH:17][CH:18]=[C:19]([NH:20][CH2:21][CH:22]5[CH2:27][CH2:26][O:25][CH2:24][CH2:23]5)[N:14]4[N:13]=3)=[CH:8][CH:9]=2)[N:4](S(C2C=CC(C)=CC=2)(=O)=O)[N:3]=1.C1(P(C2C=CC=CC=2)C2C3OC4C(=CC=CC=4P(C4C=CC=CC=4)C4C=CC=CC=4)C(C)(C)C=3C=CC=2)C=CC=CC=1.BrC1C=C2C(C(C)=NN2S(C2C=CC(C)=CC=2)(=O)=O)=CC=1.C(=O)([O-])[O-].[Cs+].[Cs+]. (2) Given the product [ClH:2].[CH3:5][O:6][C:7]1[CH:8]=[CH:9][C:10]2[C:14]([C:15](=[O:31])[C:16]3[CH:17]=[CH:18][C:19]([O:22][CH2:23][CH2:24][N:25]4[CH2:26][CH2:27][CH2:28][CH2:29][CH2:30]4)=[CH:20][CH:21]=3)=[C:13]([C:32]3[CH:37]=[CH:36][C:35]([O:38][CH3:39])=[CH:34][CH:33]=3)[S:12][C:11]=2[CH:40]=1, predict the reactants needed to synthesize it. The reactants are: B(Cl)(Cl)[Cl:2].[CH3:5][O:6][C:7]1[CH:8]=[CH:9][C:10]2[C:14]([C:15](=[O:31])[C:16]3[CH:21]=[CH:20][C:19]([O:22][CH2:23][CH2:24][N:25]4[CH2:30][CH2:29][CH2:28][CH2:27][CH2:26]4)=[CH:18][CH:17]=3)=[C:13]([C:32]3[CH:37]=[CH:36][C:35]([O:38][CH3:39])=[CH:34][CH:33]=3)[S:12][C:11]=2[CH:40]=1. (3) Given the product [CH2:23]([O:25][C:26](=[O:39])[C:27]([CH2:31][O:32][C:33](=[O:38])[C:34]([CH3:37])([CH3:36])[CH3:35])([CH3:30])[CH2:28][NH:29][C:2]1[N:7]=[C:6]([NH:8][C:9]2[N:14]=[CH:13][C:12]3[N:15]=[C:16]([CH3:21])[N:17]([CH:18]([CH3:20])[CH3:19])[C:11]=3[CH:10]=2)[CH:5]=[CH:4][N:3]=1)[CH3:24], predict the reactants needed to synthesize it. The reactants are: Cl[C:2]1[N:7]=[C:6]([NH:8][C:9]2[N:14]=[CH:13][C:12]3[N:15]=[C:16]([CH3:21])[N:17]([CH:18]([CH3:20])[CH3:19])[C:11]=3[CH:10]=2)[CH:5]=[CH:4][N:3]=1.Cl.[CH2:23]([O:25][C:26](=[O:39])[C:27]([CH2:31][O:32][C:33](=[O:38])[C:34]([CH3:37])([CH3:36])[CH3:35])([CH3:30])[CH2:28][NH2:29])[CH3:24].C(N(CC)C(C)C)(C)C. (4) Given the product [N+:31]([C:34]1[CH:42]=[CH:41][CH:40]=[CH:39][C:35]=1[C:36]([NH:1][C:2]1[CH:23]=[CH:22][C:5]2[N:6]([CH:9]([C:16]3[CH:17]=[CH:18][CH:19]=[CH:20][CH:21]=3)[CH2:10][C:11]([O:13][CH2:14][CH3:15])=[O:12])[CH:7]=[N:8][C:4]=2[CH:3]=1)=[O:37])([O-:33])=[O:32], predict the reactants needed to synthesize it. The reactants are: [NH2:1][C:2]1[CH:23]=[CH:22][C:5]2[N:6]([CH:9]([C:16]3[CH:21]=[CH:20][CH:19]=[CH:18][CH:17]=3)[CH2:10][C:11]([O:13][CH2:14][CH3:15])=[O:12])[CH:7]=[N:8][C:4]=2[CH:3]=1.C(N(CC)CC)C.[N+:31]([C:34]1[CH:42]=[CH:41][CH:40]=[CH:39][C:35]=1[C:36](Cl)=[O:37])([O-:33])=[O:32].